Task: Predict the reaction yield, written as a fraction of the theoretical maximum amount of product (1.0 means a 100% yield; for example, 0.34 means a 34% yield).. Dataset: Reaction yield outcomes from USPTO patents with 853,638 reactions The reactants are [NH:1]1[C:5]2=[N:6][CH:7]=[CH:8][CH:9]=[C:4]2[C:3]([CH2:10][C:11](O)=O)=[CH:2]1.[CH3:14][N:15]1[CH:19]=[C:18]([C:20]2[N:25]=[N:24][C:23]([NH:26][NH2:27])=[CH:22][CH:21]=2)[CH:17]=[N:16]1.C(N(CC)C(C)C)(C)C. The catalyst is CN(C)C=O. The product is [CH3:14][N:15]1[CH:19]=[C:18]([C:20]2[CH:21]=[CH:22][C:23]3[N:24]([C:11]([CH2:10][C:3]4[C:4]5[C:5](=[N:6][CH:7]=[CH:8][CH:9]=5)[NH:1][CH:2]=4)=[N:27][N:26]=3)[N:25]=2)[CH:17]=[N:16]1. The yield is 0.0300.